From a dataset of Full USPTO retrosynthesis dataset with 1.9M reactions from patents (1976-2016). Predict the reactants needed to synthesize the given product. (1) Given the product [CH3:1][C:2]1[CH2:7][CH2:6][CH2:5][C:4]([CH3:8])([CH3:9])[C:3]=1/[CH:10]=[CH:11]/[C:12]1[CH:13]=[C:14]([CH:18]([CH3:22])[CH2:19][CH2:20][N:27]2[C:23](=[O:33])[C:24]3[C:25](=[CH:29][CH:30]=[CH:31][CH:32]=3)[C:26]2=[O:28])[CH:15]=[CH:16][CH:17]=1, predict the reactants needed to synthesize it. The reactants are: [CH3:1][C:2]1[CH2:7][CH2:6][CH2:5][C:4]([CH3:9])([CH3:8])[C:3]=1/[CH:10]=[CH:11]/[C:12]1[CH:13]=[C:14]([CH:18]([CH3:22])[CH2:19][CH2:20]O)[CH:15]=[CH:16][CH:17]=1.[C:23]1(=[O:33])[NH:27][C:26](=[O:28])[C:25]2=[CH:29][CH:30]=[CH:31][CH:32]=[C:24]12. (2) Given the product [F:1][C:2]1[CH:7]=[CH:6][C:5]([N:9]2[C:17]3[C:12](=[C:13]([CH2:18][N:19]4[CH2:24][CH2:23][CH:22]([C:25]5[CH:26]=[C:27]([NH:31][C:32](=[O:36])[CH:33]([CH3:34])[CH3:35])[CH:28]=[CH:29][CH:30]=5)[CH2:21][CH2:20]4)[CH:14]=[CH:15][CH:16]=3)[CH:11]=[CH:10]2)=[CH:4][CH:3]=1, predict the reactants needed to synthesize it. The reactants are: [F:1][C:2]1[CH:7]=[CH:6][C:5](I)=[CH:4][CH:3]=1.[NH:9]1[C:17]2[C:12](=[C:13]([CH2:18][N:19]3[CH2:24][CH2:23][CH:22]([C:25]4[CH:26]=[C:27]([NH:31][C:32](=[O:36])[CH:33]([CH3:35])[CH3:34])[CH:28]=[CH:29][CH:30]=4)[CH2:21][CH2:20]3)[CH:14]=[CH:15][CH:16]=2)[CH:11]=[CH:10]1. (3) Given the product [CH3:24][N:25]([CH3:26])[CH2:21][CH:20]=[CH:19][C:11]1[C:12]([C:13]2[CH:18]=[CH:17][N:16]=[CH:15][CH:14]=2)=[C:8]([C:5]2[CH:6]=[CH:7][C:2]([F:1])=[CH:3][CH:4]=2)[NH:9][CH:10]=1, predict the reactants needed to synthesize it. The reactants are: [F:1][C:2]1[CH:7]=[CH:6][C:5]([C:8]2[NH:9][CH:10]=[C:11]([CH:19]=[CH:20][CH:21]=O)[C:12]=2[C:13]2[CH:18]=[CH:17][N:16]=[CH:15][CH:14]=2)=[CH:4][CH:3]=1.Cl.[CH3:24][NH:25][CH3:26].C([BH3-])#N.[Na+].C(=O)([O-])O.[Na+].